Dataset: Forward reaction prediction with 1.9M reactions from USPTO patents (1976-2016). Task: Predict the product of the given reaction. (1) Given the reactants [CH3:1][O:2][C:3]1[CH:8]=[CH:7][C:6]([C:9]2[C:16]3[S:15][C:14]([NH2:17])=[N:13][C:12]=3[NH:11][N:10]=2)=[CH:5][CH:4]=1.[C:18](Cl)(=[O:20])[CH3:19].C(O)C(N)(CO)CO, predict the reaction product. The product is: [CH3:1][O:2][C:3]1[CH:8]=[CH:7][C:6]([C:9]2[C:16]3[S:15][C:14]([NH:17][C:18](=[O:20])[CH3:19])=[N:13][C:12]=3[NH:11][N:10]=2)=[CH:5][CH:4]=1. (2) Given the reactants [Si:1]([O:8][CH2:9][C@@H:10]([N:14]1[C:23]2[C:18](=[CH:19][C:20]([CH3:26])=[C:21]([O:24][CH3:25])[CH:22]=2)[C:17](=[O:27])[C:16]([C:28]([O:30][CH2:31][CH3:32])=[O:29])=[CH:15]1)[CH:11]([CH3:13])[CH3:12])([C:4]([CH3:7])([CH3:6])[CH3:5])([CH3:3])[CH3:2].[Br:33]N1C(=O)CCC1=O.N(C(C)(C)C#N)=NC(C)(C)C#N, predict the reaction product. The product is: [Br:33][CH2:26][C:20]1[CH:19]=[C:18]2[C:23](=[CH:22][C:21]=1[O:24][CH3:25])[N:14]([C@@H:10]([CH:11]([CH3:13])[CH3:12])[CH2:9][O:8][Si:1]([C:4]([CH3:7])([CH3:5])[CH3:6])([CH3:3])[CH3:2])[CH:15]=[C:16]([C:28]([O:30][CH2:31][CH3:32])=[O:29])[C:17]2=[O:27].